Dataset: Forward reaction prediction with 1.9M reactions from USPTO patents (1976-2016). Task: Predict the product of the given reaction. (1) Given the reactants Cl[CH2:2][C:3]1[N:13]2[C:14]3[C:9]([CH2:10][CH2:11][CH2:12]2)=[CH:8][CH:7]=[CH:6][C:5]=3[N:4]=1.[C-:15]#[N:16].[K+], predict the reaction product. The product is: [N:4]1[C:5]2=[C:14]3[C:9](=[CH:8][CH:7]=[CH:6]2)[CH2:10][CH2:11][CH2:12][N:13]3[C:3]=1[CH2:2][C:15]#[N:16]. (2) Given the reactants [C:1]([C:4]1[CH:8]=[C:7]([C:9]([OH:11])=O)[NH:6][N:5]=1)(=[O:3])[CH3:2].CN(C(ON1N=NC2C=CC(=CC1=2)Cl)=[N+](C)C)C.F[P-](F)(F)(F)(F)F.CN(C=O)C.CCN(C(C)C)C(C)C.[CH2:51]([O:53][C:54](=[O:75])[C@H:55]([OH:74])[CH2:56][N:57]([CH2:59][C:60]1[CH:65]=[CH:64][C:63]([C:66]2[CH:71]=[C:70]([Cl:72])[CH:69]=[CH:68][C:67]=2[F:73])=[CH:62][CH:61]=1)[NH2:58])[CH3:52], predict the reaction product. The product is: [CH2:51]([O:53][C:54](=[O:75])[C@H:55]([OH:74])[CH2:56][N:57]([CH2:59][C:60]1[CH:61]=[CH:62][C:63]([C:66]2[CH:71]=[C:70]([Cl:72])[CH:69]=[CH:68][C:67]=2[F:73])=[CH:64][CH:65]=1)[NH:58][C:9]([C:7]1[NH:6][N:5]=[C:4]([C:1](=[O:3])[CH3:2])[CH:8]=1)=[O:11])[CH3:52]. (3) Given the reactants [CH2:1]([O:3][C:4]1[CH:9]=[CH:8][C:7]([C:10]2[CH:15]=[CH:14][C:13]([CH2:16][CH2:17][C:18]3[O:23][CH2:22][CH:21]([CH:24]4[CH2:29][CH2:28][CH:27]([CH2:30][CH2:31][CH3:32])[CH2:26][CH2:25]4)[CH2:20][CH:19]=3)=[C:12]([F:33])[C:11]=2[F:34])=[C:6]([F:35])[C:5]=1[F:36])[CH3:2], predict the reaction product. The product is: [CH2:1]([O:3][C:4]1[CH:9]=[CH:8][C:7]([C:10]2[CH:15]=[CH:14][C:13]([CH2:16][CH2:17][CH:18]3[CH2:19][CH2:20][CH:21]([CH:24]4[CH2:29][CH2:28][CH:27]([CH2:30][CH2:31][CH3:32])[CH2:26][CH2:25]4)[CH2:22][O:23]3)=[C:12]([F:33])[C:11]=2[F:34])=[C:6]([F:35])[C:5]=1[F:36])[CH3:2]. (4) Given the reactants C(OC([N:8]1[CH2:11][CH:10]([N:12]([CH:19]2[C:27]3[C:22](=[CH:23][C:24]([F:28])=[CH:25][CH:26]=3)[CH2:21][CH2:20]2)[C:13](=[O:18])[C:14]([F:17])([F:16])[F:15])[CH2:9]1)=O)(C)(C)C.FC(F)(F)C(O)=O.ClCCl.N, predict the reaction product. The product is: [NH:8]1[CH2:11][CH:10]([N:12]([CH:19]2[C:27]3[C:22](=[CH:23][C:24]([F:28])=[CH:25][CH:26]=3)[CH2:21][CH2:20]2)[C:13](=[O:18])[C:14]([F:15])([F:16])[F:17])[CH2:9]1. (5) Given the reactants Br[CH2:2][C:3]1[CH:8]=[CH:7][C:6]([CH2:9][C:10]([OH:12])=[O:11])=[CH:5][CH:4]=1.C1N2CN3CN(C2)CN1C3.C(O)(=[O:25])C.O, predict the reaction product. The product is: [CH:2]([C:3]1[CH:8]=[CH:7][C:6]([CH2:9][C:10]([OH:12])=[O:11])=[CH:5][CH:4]=1)=[O:25]. (6) Given the reactants [CH2:1]1[C:9]2[C:8]3[CH:10]=[CH:11][CH:12]=[CH:13][C:7]=3[O:6][C:5]=2[CH2:4][CH2:3][CH:2]1[NH2:14].[C:15](Cl)(=[O:18])[CH2:16][CH3:17].C(N(CC)CC)C, predict the reaction product. The product is: [CH:1]1[C:9]2[C:8]3[CH2:10][CH2:11][CH2:12][CH2:13][C:7]=3[O:6][C:5]=2[CH:4]=[CH:3][C:2]=1[NH:14][C:15](=[O:18])[CH2:16][CH3:17].